From a dataset of Full USPTO retrosynthesis dataset with 1.9M reactions from patents (1976-2016). Predict the reactants needed to synthesize the given product. (1) Given the product [F:12][C:13]1[CH:14]=[C:15]([CH:18]=[CH:19][C:20]=1[O:9][C:7]1[CH:6]=[CH:5][N:4]=[C:3]([C:2]([F:1])([F:10])[F:11])[CH:8]=1)[CH:16]=[O:17], predict the reactants needed to synthesize it. The reactants are: [F:1][C:2]([F:11])([F:10])[C:3]1[CH:8]=[C:7]([OH:9])[CH:6]=[CH:5][N:4]=1.[F:12][C:13]1[CH:14]=[C:15]([CH:18]=[CH:19][C:20]=1F)[CH:16]=[O:17]. (2) Given the product [OH-:15].[CH:1]1([N+:6]2([CH3:13])[CH2:10][CH2:9][CH2:8][CH2:7]2)[CH2:5][CH2:4][CH2:3][CH2:2]1, predict the reactants needed to synthesize it. The reactants are: [C:1]1([N:6]2[CH2:10][CH2:9][CH2:8][CH2:7]2)[CH2:5][CH2:4][CH2:3][CH:2]=1.[H][H].[CH2:13]([OH:15])C. (3) Given the product [C:1]([C:5]1[C:6]([O:49][CH3:47])=[C:7]([C:20]([NH:22][C:23]2[C:24]([F:36])=[C:25]([F:35])[C:26]([C:31]([F:33])([F:32])[F:34])=[C:27]([F:30])[C:28]=2[F:29])=[O:21])[N:8]([CH2:10][C:11]2[C:16]([CH3:17])=[CH:15][C:14]([CH3:18])=[CH:13][C:12]=2[CH3:19])[N:9]=1)([CH3:4])([CH3:2])[CH3:3], predict the reactants needed to synthesize it. The reactants are: [C:1]([C:5]1[CH:6]=[C:7]([C:20]([NH:22][C:23]2[C:28]([F:29])=[C:27]([F:30])[C:26]([C:31]([F:34])([F:33])[F:32])=[C:25]([F:35])[C:24]=2[F:36])=[O:21])[N:8]([CH2:10][C:11]2[C:16]([CH3:17])=[CH:15][C:14]([CH3:18])=[CH:13][C:12]=2[CH3:19])[N:9]=1)([CH3:4])([CH3:3])[CH3:2].CO.C1(C)C(C)=CC=CC=1.[C:47](OI(C1C=CC=CC=1)OC(=O)C)(=[O:49])C. (4) Given the product [F:14][C:15]([F:28])([F:27])[S:16]([O:13][C:5]1[C:6]2[CH2:7][CH2:8][CH2:9][C:10](=[O:12])[C:11]=2[C:2]([F:1])=[CH:3][CH:4]=1)(=[O:18])=[O:17], predict the reactants needed to synthesize it. The reactants are: [F:1][C:2]1[CH:3]=[CH:4][C:5]([OH:13])=[C:6]2[C:11]=1[C:10](=[O:12])[CH2:9][CH2:8][CH2:7]2.[F:14][C:15]([F:28])([F:27])[S:16](O[S:16]([C:15]([F:28])([F:27])[F:14])(=[O:18])=[O:17])(=[O:18])=[O:17].Cl. (5) Given the product [C:1]([NH:4][C:5]1[CH:6]=[CH:7][C:8]([C:9]([NH:48][CH:40]([C:38](=[O:39])[NH:37][C:31]2([C:29]#[N:30])[CH2:32][CH2:33][O:34][CH2:35][CH2:36]2)[CH2:41][CH:42]2[CH2:47][CH2:46][CH2:45][CH2:44][CH2:43]2)=[O:11])=[CH:12][CH:13]=1)(=[O:3])[CH3:2], predict the reactants needed to synthesize it. The reactants are: [C:1]([NH:4][C:5]1[CH:13]=[CH:12][C:8]([C:9]([OH:11])=O)=[CH:7][CH:6]=1)(=[O:3])[CH3:2].C(Cl)CCl.C1C=CC2N(O)N=NC=2C=1.Cl.[C:29]([C:31]1([NH:37][C:38]([CH:40]([NH2:48])[CH2:41][CH:42]2[CH2:47][CH2:46][CH2:45][CH2:44][CH2:43]2)=[O:39])[CH2:36][CH2:35][O:34][CH2:33][CH2:32]1)#[N:30]. (6) Given the product [CH:1]1([NH:7][C:8]([N:11]2[CH:12]([C:16]([O:18][CH2:19][CH2:20][CH2:21][CH2:22][C:23]3[CH:24]=[CH:25][CH:26]=[CH:27][CH:28]=3)=[O:17])[CH2:13][CH2:14][CH2:15][NH:10]2)=[O:9])[CH2:6][CH2:5][CH2:4][CH2:3][CH2:2]1, predict the reactants needed to synthesize it. The reactants are: [CH:1]1([N:7]=[C:8]=[O:9])[CH2:6][CH2:5][CH2:4][CH2:3][CH2:2]1.[NH:10]1[CH2:15][CH2:14][CH2:13][CH:12]([C:16]([O:18][CH2:19][CH2:20][CH2:21][CH2:22][C:23]2[CH:28]=[CH:27][CH:26]=[CH:25][CH:24]=2)=[O:17])[NH:11]1.C(N(CC)CC)C. (7) Given the product [CH2:1]([O:3][C:4](=[O:24])[C:5]([CH3:23])([O:7][C:8]1[CH:13]=[CH:12][C:11]([CH2:14][C:16](=[O:15])[CH3:21])=[CH:10][C:9]=1[CH3:22])[CH3:6])[CH3:2], predict the reactants needed to synthesize it. The reactants are: [CH2:1]([O:3][C:4](=[O:24])[C:5]([CH3:23])([O:7][C:8]1[CH:13]=[CH:12][C:11]([CH:14]2[C:16]([CH3:21])([Si](C)(C)C)[O:15]2)=[CH:10][C:9]=1[CH3:22])[CH3:6])[CH3:2].S(=O)(=O)(O)O.O. (8) Given the product [Cl:17][C:10]1[CH:11]=[CH:12][N:13]=[C:14]2[C:9]=1[N:8]=[C:7]([C:28]1[CH:29]=[C:30]([NH:34][S:35]([C:38]3[CH:39]=[CH:40][CH:41]=[CH:42][CH:43]=3)(=[O:36])=[O:37])[CH:31]=[N:32][CH:33]=1)[CH:16]=[CH:15]2, predict the reactants needed to synthesize it. The reactants are: FC(F)(F)S(O[C:7]1[CH:16]=[CH:15][C:14]2[C:9](=[C:10]([Cl:17])[CH:11]=[CH:12][N:13]=2)[N:8]=1)(=O)=O.CC1(C)C(C)(C)OB([C:28]2[CH:29]=[C:30]([NH:34][S:35]([C:38]3[CH:43]=[CH:42][CH:41]=[CH:40][CH:39]=3)(=[O:37])=[O:36])[CH:31]=[N:32][CH:33]=2)O1. (9) The reactants are: [NH2:1][CH:2]([C:10]1[C:11]([O:18][CH3:19])=[N:12][CH:13]=[CH:14][C:15]=1[O:16][CH3:17])[CH2:3][CH2:4][CH2:5][C:6]([O:8]C)=O.[S:20]1[CH:24]=[CH:23][N:22]=[C:21]1[C:25]1[CH:26]=[C:27]([CH:30]=[CH:31][CH:32]=1)[CH:28]=O. Given the product [CH3:19][O:18][C:11]1[C:10]([CH:2]2[N:1]([CH2:28][C:27]3[CH:30]=[CH:31][CH:32]=[C:25]([C:21]4[S:20][CH:24]=[CH:23][N:22]=4)[CH:26]=3)[C:6](=[O:8])[CH2:5][CH2:4][CH2:3]2)=[C:15]([O:16][CH3:17])[CH:14]=[CH:13][N:12]=1, predict the reactants needed to synthesize it. (10) Given the product [CH3:1][N:2]1[CH2:7][CH2:6][N:5]([C:11]2[CH2:10][CH2:9][S:8][C:14]3[CH:15]=[CH:16][CH:17]=[CH:18][C:13]=3[N:12]=2)[CH2:4][CH2:3]1, predict the reactants needed to synthesize it. The reactants are: [CH3:1][N:2]1[CH2:7][CH2:6][NH:5][CH2:4][CH2:3]1.[S:8]1[C:14]2[CH:15]=[CH:16][CH:17]=[CH:18][C:13]=2[NH:12][C:11](=O)[CH2:10][CH2:9]1.